From a dataset of Reaction yield outcomes from USPTO patents with 853,638 reactions. Predict the reaction yield, written as a fraction of the theoretical maximum amount of product (1.0 means a 100% yield; for example, 0.34 means a 34% yield). (1) The reactants are [CH3:1][S:2]([CH2:5][CH2:6][NH:7][CH2:8][C:9]1[O:13][C:12]([C:14]2[CH:15]=[CH:16][C:17]3[N:23]=[CH:22][N:21]=[C:20]([NH:24][C:25]4[CH:26]=[CH:27][C:28]([O:32][CH2:33][C:34]5[CH:35]=[CH:36][CH:37]=[C:38]([F:40])[CH:39]=5)=[C:29]([Cl:31])[CH:30]=4)[C:18]=3[CH:19]=2)=[CH:11][CH:10]=1)(=[O:4])=[O:3].[CH3:41][C:42]1[CH:43]=[CH:44][C:45]([S:48]([OH:51])(=[O:50])=[O:49])=[CH:46][CH:47]=1. The catalyst is C1COCC1. The product is [CH3:41][C:42]1[CH:47]=[CH:46][C:45]([S:48]([OH:51])(=[O:50])=[O:49])=[CH:44][CH:43]=1.[CH3:41][C:42]1[CH:47]=[CH:46][C:45]([S:48]([OH:51])(=[O:50])=[O:49])=[CH:44][CH:43]=1.[CH3:1][S:2]([CH2:5][CH2:6][NH:7][CH2:8][C:9]1[O:13][C:12]([C:14]2[CH:15]=[CH:16][C:17]3[N:23]=[CH:22][N:21]=[C:20]([NH:24][C:25]4[CH:26]=[CH:27][C:28]([O:32][CH2:33][C:34]5[CH:35]=[CH:36][CH:37]=[C:38]([F:40])[CH:39]=5)=[C:29]([Cl:31])[CH:30]=4)[C:18]=3[CH:19]=2)=[CH:11][CH:10]=1)(=[O:4])=[O:3].[OH2:3]. The yield is 0.800. (2) The reactants are Br[C:2]1[C:3]([NH:9][C:10]2[CH2:15][CH2:14][CH2:13][C:12](=[O:16])[CH:11]=2)=[N:4][CH:5]=[C:6]([Br:8])[CH:7]=1.N12CCC(NC1)CC2.Cl. The catalyst is Cl[Pd](Cl)([P](C1C=CC=CC=1)(C1C=CC=CC=1)C1C=CC=CC=1)[P](C1C=CC=CC=1)(C1C=CC=CC=1)C1C=CC=CC=1.C1(C)C=CC=CC=1. The product is [Br:8][C:6]1[CH:5]=[N:4][C:3]2[NH:9][C:10]3[CH2:15][CH2:14][CH2:13][C:12](=[O:16])[C:11]=3[C:2]=2[CH:7]=1. The yield is 0.470. (3) The reactants are [ClH:1].O1CCOCC1.C(Cl)[Cl:9].[S:11]1[CH2:16][CH2:15][N:14]([C:17]2[CH:18]=[C:19]([CH2:23][NH:24]C(=O)OC(C)(C)C)[CH:20]=[CH:21][CH:22]=2)[CH2:13][CH2:12]1. The catalyst is C(OCC)C. The product is [ClH:9].[ClH:1].[S:11]1[CH2:12][CH2:13][N:14]([C:17]2[CH:18]=[C:19]([CH2:23][NH2:24])[CH:20]=[CH:21][CH:22]=2)[CH2:15][CH2:16]1. The yield is 0.980. (4) The reactants are [C:1]([C:3]1[C:4]([CH3:15])=[N:5][N:6]([C:8]([O:10][C:11]([CH3:14])([CH3:13])[CH3:12])=[O:9])[CH:7]=1)#[N:2].[NH2:16][OH:17].O. The catalyst is CCO. The product is [C:11]([O:10][C:8]([N:6]1[CH:7]=[C:3]([C:1](=[N:16][OH:17])[NH2:2])[C:4]([CH3:15])=[N:5]1)=[O:9])([CH3:12])([CH3:14])[CH3:13]. The yield is 0.990.